Dataset: NCI-60 drug combinations with 297,098 pairs across 59 cell lines. Task: Regression. Given two drug SMILES strings and cell line genomic features, predict the synergy score measuring deviation from expected non-interaction effect. Drug 1: C1C(C(OC1N2C=NC3=C(N=C(N=C32)Cl)N)CO)O. Drug 2: C1=NC2=C(N=C(N=C2N1C3C(C(C(O3)CO)O)F)Cl)N. Cell line: SNB-19. Synergy scores: CSS=46.3, Synergy_ZIP=-9.42, Synergy_Bliss=-6.65, Synergy_Loewe=-4.49, Synergy_HSA=-2.21.